Dataset: Full USPTO retrosynthesis dataset with 1.9M reactions from patents (1976-2016). Task: Predict the reactants needed to synthesize the given product. (1) Given the product [N:7]1[C:6]2[C:9]3[CH:17]=[CH:16][CH:15]=[CH:14][C:10]=3[CH2:11][CH2:12][CH2:13][C:5]=2[CH:4]=[C:3]([N:1]2[C:18]([NH2:19])=[N:20][C:21]([NH:22][C:23]3[CH:24]=[CH:25][C:26]([O:29][CH2:30][CH2:31][N:32]4[CH2:33][CH2:34][CH2:35][CH2:36]4)=[CH:27][CH:28]=3)=[N:2]2)[N:8]=1, predict the reactants needed to synthesize it. The reactants are: [NH:1]([C:3]1[N:8]=[N:7][C:6]2[C:9]3[CH:17]=[CH:16][CH:15]=[CH:14][C:10]=3[CH2:11][CH2:12][CH2:13][C:5]=2[CH:4]=1)[NH2:2].[C:18](/[N:20]=[C:21](\OC1C=CC=CC=1)/[NH:22][C:23]1[CH:28]=[CH:27][C:26]([O:29][CH2:30][CH2:31][N:32]2[CH2:36][CH2:35][CH2:34][CH2:33]2)=[CH:25][CH:24]=1)#[N:19]. (2) Given the product [CH:1]1([C:7]2[C:8]3[S:20][C:19]([C:21]([O:23][CH3:24])=[O:22])=[CH:18][C:9]=3[NH:10][C:11]=2[C:12]2[CH:13]=[CH:14][CH:15]=[CH:16][CH:17]=2)[CH2:2][CH2:3][CH2:4][CH2:5][CH2:6]1, predict the reactants needed to synthesize it. The reactants are: [C:1]1([C:7]2[C:8]3[S:20][C:19]([C:21]([O:23][CH3:24])=[O:22])=[CH:18][C:9]=3[NH:10][C:11]=2[C:12]2[CH:17]=[CH:16][CH:15]=[CH:14][CH:13]=2)[CH2:6][CH2:5][CH2:4][CH2:3][CH:2]=1.C([SiH](CC)CC)C. (3) Given the product [Br:14][CH2:13][C:12]1[CH:11]=[CH:10][C:5]([C:6]([O:8][CH3:9])=[O:7])=[CH:4][C:3]=1[O:2][CH3:1], predict the reactants needed to synthesize it. The reactants are: [CH3:1][O:2][C:3]1[CH:4]=[C:5]([CH:10]=[CH:11][C:12]=1[CH3:13])[C:6]([O:8][CH3:9])=[O:7].[Br:14]N1C(=O)CCC1=O. (4) The reactants are: CN(OC)[C:3]([C:5]1[N:6]=[CH:7][N:8]2[C:13]3[CH:14]=[CH:15][CH:16]=[C:17]([CH2:18][CH2:19][N:20]4[CH2:25][CH2:24][N:23]([C:26]5[CH:35]=[CH:34][CH:33]=[C:32]6[C:27]=5[CH:28]=[CH:29][C:30]([CH3:36])=[N:31]6)[CH2:22][CH2:21]4)[C:12]=3[O:11][CH2:10][C:9]=12)=[O:4].[CH:39]1([Mg]Br)[CH2:41][CH2:40]1.[ClH:44].C([O-])(O)=O.[Na+]. Given the product [ClH:44].[ClH:44].[CH:39]1([C:3]([C:5]2[N:6]=[CH:7][N:8]3[C:13]4[CH:14]=[CH:15][CH:16]=[C:17]([CH2:18][CH2:19][N:20]5[CH2:21][CH2:22][N:23]([C:26]6[CH:35]=[CH:34][CH:33]=[C:32]7[C:27]=6[CH:28]=[CH:29][C:30]([CH3:36])=[N:31]7)[CH2:24][CH2:25]5)[C:12]=4[O:11][CH2:10][C:9]=23)=[O:4])[CH2:41][CH2:40]1, predict the reactants needed to synthesize it. (5) Given the product [Cl:27][C:28]1[CH:29]=[C:30]([N:45]2[CH2:50][CH2:49][O:48][CH2:47][CH2:46]2)[C:31]2[N:32]([C:34]([C:39]3[CH:40]=[N:41][CH:42]=[CH:43][CH:44]=3)=[C:35](/[CH:37]=[CH:16]/[C:10]3[CH:9]=[CH:8][C:7]4[C:6]([C:4]([OH:3])=[O:5])=[CH:15][CH:14]=[CH:13][C:12]=4[N:11]=3)[N:36]=2)[N:33]=1, predict the reactants needed to synthesize it. The reactants are: C([O:3][C:4]([C:6]1[C:7]2[CH:8]=[CH:9][C:10]([CH2:16]P(OCC)(OCC)=O)=[N:11][C:12]=2[CH:13]=[CH:14][CH:15]=1)=[O:5])C.[H-].[Na+].[Cl:27][C:28]1[CH:29]=[C:30]([N:45]2[CH2:50][CH2:49][O:48][CH2:47][CH2:46]2)[C:31]2[N:32]([C:34]([C:39]3[CH:40]=[N:41][CH:42]=[CH:43][CH:44]=3)=[C:35]([CH:37]=O)[N:36]=2)[N:33]=1. (6) Given the product [Si:1]([O:8][CH2:9][CH2:10][O:11][C:12]1[CH:17]=[CH:16][N:15]=[C:14]([NH:23][C:22]2[CH:24]=[C:25]([C:27]3[S:31][CH:30]=[N:29][CH:28]=3)[CH:26]=[C:20]([CH3:19])[CH:21]=2)[N:13]=1)([C:4]([CH3:7])([CH3:6])[CH3:5])([CH3:3])[CH3:2], predict the reactants needed to synthesize it. The reactants are: [Si:1]([O:8][CH2:9][CH2:10][O:11][C:12]1[CH:17]=[CH:16][N:15]=[C:14](Cl)[N:13]=1)([C:4]([CH3:7])([CH3:6])[CH3:5])([CH3:3])[CH3:2].[CH3:19][C:20]1[CH:21]=[C:22]([CH:24]=[C:25]([C:27]2[S:31][CH:30]=[N:29][CH:28]=2)[CH:26]=1)[NH2:23].C(=O)([O-])[O-].[Cs+].[Cs+].CC1(C)C2C(=C(P(C3C=CC=CC=3)C3C=CC=CC=3)C=CC=2)OC2C(P(C3C=CC=CC=3)C3C=CC=CC=3)=CC=CC1=2.